From a dataset of Full USPTO retrosynthesis dataset with 1.9M reactions from patents (1976-2016). Predict the reactants needed to synthesize the given product. (1) Given the product [NH2:38][C:32]1[C:31]([CH2:30][N:8]2[C:9]3[C:5](=[CH:4][CH:3]=[C:2]([Cl:1])[CH:10]=3)[C:6]([C:11]([N:13]3[CH2:18][CH2:17][C:16]4([C:22]5[CH:23]=[CH:24][C:25]([F:27])=[CH:26][C:21]=5[C:20](=[O:28])[O:19]4)[CH2:15][CH2:14]3)=[O:12])=[CH:7]2)=[CH:36][N:35]=[C:34]([CH3:37])[N:33]=1, predict the reactants needed to synthesize it. The reactants are: [Cl:1][C:2]1[CH:10]=[C:9]2[C:5]([C:6]([C:11]([N:13]3[CH2:18][CH2:17][C:16]4([C:22]5[CH:23]=[CH:24][C:25]([F:27])=[CH:26][C:21]=5[C:20](=[O:28])[O:19]4)[CH2:15][CH2:14]3)=[O:12])=[CH:7][NH:8]2)=[CH:4][CH:3]=1.Cl[CH2:30][C:31]1[C:32]([NH2:38])=[N:33][C:34]([CH3:37])=[N:35][CH:36]=1. (2) Given the product [CH:1]1([C:7]2[C:8]([OH:30])=[C:9]([C:25]([NH:66][CH2:41][C:46]([OH:48])=[O:47])=[O:26])[C:10](=[O:24])[N:11]([CH2:13][C:14]3[CH:15]=[CH:16][C:17]([C:20]([CH3:22])([CH3:21])[CH3:23])=[CH:18][CH:19]=3)[N:12]=2)[CH2:2][CH2:3][CH2:4][CH2:5][CH2:6]1, predict the reactants needed to synthesize it. The reactants are: [CH:1]1([C:7]2[C:8]([OH:30])=[C:9]([C:25](OCC)=[O:26])[C:10](=[O:24])[N:11]([CH2:13][C:14]3[CH:19]=[CH:18][C:17]([C:20]([CH3:23])([CH3:22])[CH3:21])=[CH:16][CH:15]=3)[N:12]=2)[CH2:6][CH2:5][CH2:4][CH2:3][CH2:2]1.[H-].[Na+].C1(C2C(O)=[C:41]([C:46]([O:48]CC)=[O:47])C(=O)NN=2)CCCCC1.C(C1C=CC(CBr)=CC=1)(C)(C)C.Cl.C[N:66](C)C=O. (3) Given the product [Br:29][C:24]1[C:23]([N:7]2[CH2:13][CH2:12][CH2:11][CH2:10][CH2:9][CH2:8]2)=[N:28][CH:27]=[C:26]([Br:14])[N:25]=1, predict the reactants needed to synthesize it. The reactants are: N1C=CN=CC=1[N:7]1[CH2:13][CH2:12][CH2:11][CH2:10][CH2:9][CH2:8]1.[Br:14]N1C(=O)CCC1=O.Br[C:23]1[C:24]([Br:29])=[N:25][CH:26]=[CH:27][N:28]=1.